This data is from Forward reaction prediction with 1.9M reactions from USPTO patents (1976-2016). The task is: Predict the product of the given reaction. (1) Given the reactants [Li+].C[Si]([N-][Si](C)(C)C)(C)C.[O:11]=[C:12]1[CH2:17][CH2:16][N:15]([C:18]([O:20][C:21]([CH3:24])([CH3:23])[CH3:22])=[O:19])[CH2:14][CH2:13]1.N1([C:30]([C:32]2([CH3:36])[CH2:35][CH2:34][CH2:33]2)=[O:31])C=CN=C1, predict the reaction product. The product is: [CH3:36][C:32]1([C:30]([CH:17]2[C:12](=[O:11])[CH2:13][CH2:14][N:15]([C:18]([O:20][C:21]([CH3:24])([CH3:23])[CH3:22])=[O:19])[CH2:16]2)=[O:31])[CH2:35][CH2:34][CH2:33]1. (2) Given the reactants [H-].[Na+].Cl[C:4]1[CH:5]=[N:6][C:7]2[C:12]([C:13]=1[C:14]#[N:15])=[N:11][C:10]([O:16][CH3:17])=[CH:9][CH:8]=2.[CH2:18]([OH:25])[C:19]1[CH:24]=[CH:23][CH:22]=[CH:21][CH:20]=1.C(OCC)(=O)C, predict the reaction product. The product is: [CH2:18]([O:25][C:4]1[CH:5]=[N:6][C:7]2[C:12]([C:13]=1[C:14]#[N:15])=[N:11][C:10]([O:16][CH3:17])=[CH:9][CH:8]=2)[C:19]1[CH:24]=[CH:23][CH:22]=[CH:21][CH:20]=1. (3) Given the reactants [CH:1]1([C:4]2[C:5]([O:24][CH2:25][C:26]([F:29])([F:28])[F:27])=[CH:6][C:7]([C:10]([NH:12][C:13]([C:18]3[N:22]=[C:21]([CH3:23])[O:20][N:19]=3)([CH3:17])[C:14](O)=[O:15])=[O:11])=[N:8][CH:9]=2)[CH2:3][CH2:2]1.[NH:30]1[CH2:33][CH2:32][CH2:31]1, predict the reaction product. The product is: [N:30]1([C:14](=[O:15])[C:13]([NH:12][C:10]([C:7]2[CH:6]=[C:5]([O:24][CH2:25][C:26]([F:27])([F:28])[F:29])[C:4]([CH:1]3[CH2:2][CH2:3]3)=[CH:9][N:8]=2)=[O:11])([C:18]2[N:22]=[C:21]([CH3:23])[O:20][N:19]=2)[CH3:17])[CH2:33][CH2:32][CH2:31]1. (4) Given the reactants [Br:1][C:2]1[CH:7]=[CH:6][C:5]([CH2:8][C:9]([OH:11])=O)=[C:4]([F:12])[CH:3]=1.[CH3:13][N:14]([CH3:29])[CH2:15][CH2:16][O:17][C:18]1[N:23]=[CH:22][C:21]([NH2:24])=[CH:20][C:19]=1[C:25]([F:28])([F:27])[F:26].CN(C(ON1N=NC2C=CC=NC1=2)=[N+](C)C)C.F[P-](F)(F)(F)(F)F.CCN(C(C)C)C(C)C, predict the reaction product. The product is: [Br:1][C:2]1[CH:7]=[CH:6][C:5]([CH2:8][C:9]([NH:24][C:21]2[CH:22]=[N:23][C:18]([O:17][CH2:16][CH2:15][N:14]([CH3:29])[CH3:13])=[C:19]([C:25]([F:26])([F:27])[F:28])[CH:20]=2)=[O:11])=[C:4]([F:12])[CH:3]=1. (5) Given the reactants Br[C:2]1[CH:3]=[C:4]([CH2:8][C:9]([O:11][CH3:12])=[O:10])[CH:5]=[CH:6][CH:7]=1.[CH3:13][N:14](C=O)C, predict the reaction product. The product is: [C:13]([C:2]1[CH:3]=[C:4]([CH2:8][C:9]([O:11][CH3:12])=[O:10])[CH:5]=[CH:6][CH:7]=1)#[N:14].